Dataset: Catalyst prediction with 721,799 reactions and 888 catalyst types from USPTO. Task: Predict which catalyst facilitates the given reaction. (1) Reactant: [CH3:1][C:2]1[CH:3]=[C:4]([CH2:14][N:15]2[CH:36]=[C:18]3[C:19]([C:23]([NH:25][CH2:26][CH2:27][NH:28]C(=O)OC(C)(C)C)=[O:24])=[N:20][CH:21]=[CH:22][C:17]3=[N:16]2)[CH:5]=[N:6][C:7]=1[O:8][CH2:9][C:10]([F:13])([F:12])[F:11].[ClH:37]. Product: [ClH:37].[NH2:28][CH2:27][CH2:26][NH:25][C:23]([C:19]1[C:18]2=[CH:36][N:15]([CH2:14][C:4]3[CH:5]=[N:6][C:7]([O:8][CH2:9][C:10]([F:11])([F:12])[F:13])=[C:2]([CH3:1])[CH:3]=3)[N:16]=[C:17]2[CH:22]=[CH:21][N:20]=1)=[O:24]. The catalyst class is: 12. (2) Reactant: [N:1]1([CH2:10][CH2:11][CH2:12][CH2:13][CH2:14][CH2:15][CH2:16][CH2:17][NH:18][C:19](=[O:29])[C:20]2[CH:25]=[C:24](I)[C:23]([OH:27])=[C:22](I)[CH:21]=2)[C:9]2[C:4](=[CH:5][CH:6]=[CH:7][CH:8]=2)[CH:3]=[CH:2]1.C([O-])([O-])=O.[K+].[K+].[Cl:36][C:37]1[CH:38]=[C:39](B(O)O)[CH:40]=[CH:41][CH:42]=1.[CH2:46]([Cl:48])Cl. Product: [N:1]1([CH2:10][CH2:11][CH2:12][CH2:13][CH2:14][CH2:15][CH2:16][CH2:17][NH:18][C:19](=[O:29])[C:20]2[CH:25]=[C:24]([C:41]3[CH:40]=[CH:39][CH:38]=[C:37]([Cl:36])[CH:42]=3)[C:23]([OH:27])=[C:22]([C:3]3[CH:4]=[CH:5][CH:6]=[C:46]([Cl:48])[CH:2]=3)[CH:21]=2)[C:9]2[C:4](=[CH:5][CH:6]=[CH:7][CH:8]=2)[CH:3]=[CH:2]1. The catalyst class is: 294. (3) Reactant: [F:1][C:2]1[CH:7]=[CH:6][C:5]([OH:8])=[CH:4][C:3]=1[N+:9]([O-:11])=[O:10].Cl[CH2:13][C:14]1[CH:23]=[CH:22][C:21]2[C:16](=[CH:17][CH:18]=[CH:19][CH:20]=2)[N:15]=1.C([O-])([O-])=O.[K+].[K+].O. Product: [F:1][C:2]1[CH:7]=[CH:6][C:5]([O:8][CH2:13][C:14]2[CH:23]=[CH:22][C:21]3[C:16](=[CH:17][CH:18]=[CH:19][CH:20]=3)[N:15]=2)=[CH:4][C:3]=1[N+:9]([O-:11])=[O:10]. The catalyst class is: 3. (4) Reactant: [Cl:1][C:2]1[CH:31]=[CH:30][C:5]([CH2:6][N:7]2[C:15]3[C:14](=[O:16])[NH:13][C:12](=[O:17])[N:11]([CH3:18])[C:10]=3[N:9]=[C:8]2[O:19][C:20]2[CH:25]=[CH:24][CH:23]=[C:22]([C:26]([F:29])([F:28])[F:27])[CH:21]=2)=[CH:4][CH:3]=1.Br[CH2:33][CH2:34][OH:35].C(=O)([O-])[O-].[Cs+].[Cs+]. Product: [Cl:1][C:2]1[CH:3]=[CH:4][C:5]([CH2:6][N:7]2[C:15]3[C:14](=[O:16])[N:13]([CH2:33][CH2:34][OH:35])[C:12](=[O:17])[N:11]([CH3:18])[C:10]=3[N:9]=[C:8]2[O:19][C:20]2[CH:25]=[CH:24][CH:23]=[C:22]([C:26]([F:29])([F:27])[F:28])[CH:21]=2)=[CH:30][CH:31]=1. The catalyst class is: 39. (5) Reactant: [CH:1]([C:4]1[C:9](=[O:10])[NH:8][C:7](=[O:11])[NH:6][C:5]=1[C:12](=[N:22][O:23][CH2:24][C:25]1[CH:30]=[CH:29][C:28]([O:31][CH3:32])=[CH:27][CH:26]=1)[C:13]1[CH:14]=[C:15]([CH:18]=[C:19]([CH3:21])[CH:20]=1)[C:16]#[N:17])([CH3:3])[CH3:2].C(=O)([O-])[O-].[K+].[K+].Br[CH2:40][C:41]1[CH:46]=[CH:45][N:44]=[C:43]([F:47])[CH:42]=1.[I-].[Li+]. Product: [F:47][C:43]1[CH:42]=[C:41]([CH2:40][N:6]2[C:5]([C:12](=[N:22][O:23][CH2:24][C:25]3[CH:26]=[CH:27][C:28]([O:31][CH3:32])=[CH:29][CH:30]=3)[C:13]3[CH:14]=[C:15]([CH:18]=[C:19]([CH3:21])[CH:20]=3)[C:16]#[N:17])=[C:4]([CH:1]([CH3:3])[CH3:2])[C:9](=[O:10])[NH:8][C:7]2=[O:11])[CH:46]=[CH:45][N:44]=1. The catalyst class is: 39. (6) Reactant: [N:1]1([S:11]([C:14]2[CH:15]=[C:16]([N:20]3[C:29](=O)[C:28]4[C:27]([C:31](OC)=[O:32])=[CH:26][CH:25]=[CH:24][C:23]=4[NH:22][C:21]3=[O:35])[CH:17]=[CH:18][CH:19]=2)(=[O:13])=[O:12])[C:10]2[C:5](=[CH:6][CH:7]=[CH:8][CH:9]=2)[CH2:4][CH2:3][CH2:2]1.[BH4-].[Li+].Cl. Product: [N:1]1([S:11]([C:14]2[CH:15]=[C:16]([N:20]3[CH2:29][C:28]4[C:23](=[CH:24][CH:25]=[CH:26][C:27]=4[CH2:31][OH:32])[NH:22][C:21]3=[O:35])[CH:17]=[CH:18][CH:19]=2)(=[O:13])=[O:12])[C:10]2[C:5](=[CH:6][CH:7]=[CH:8][CH:9]=2)[CH2:4][CH2:3][CH2:2]1. The catalyst class is: 1. (7) Reactant: [CH3:1][C:2]1[CH:8]=[CH:7][C:5](N)=[CH:4][C:3]=1[N+:9]([O-:11])=[O:10].S(=O)(=O)(O)O.[Cl-].[Na+].N([O-])=O.[Na+].[Na+].[I-:24]. Product: [I:24][C:5]1[CH:7]=[CH:8][C:2]([CH3:1])=[C:3]([N+:9]([O-:11])=[O:10])[CH:4]=1. The catalyst class is: 6.